This data is from Full USPTO retrosynthesis dataset with 1.9M reactions from patents (1976-2016). The task is: Predict the reactants needed to synthesize the given product. (1) Given the product [Br:1][C:2]1[CH:15]=[CH:14][C:13]([Cl:16])=[CH:12][C:3]=1[C@H:4]([NH:5][S@:6]([C:8]([CH3:11])([CH3:10])[CH3:9])=[O:7])[CH3:17], predict the reactants needed to synthesize it. The reactants are: [Br:1][C:2]1[CH:15]=[CH:14][C:13]([Cl:16])=[CH:12][C:3]=1[CH:4]=[N:5][S:6]([C:8]([CH3:11])([CH3:10])[CH3:9])=[O:7].[CH3:17][Mg+].[Br-].[Cl-].[NH4+]. (2) The reactants are: [CH2:1]([O:8][N:9]1[C:15](=[O:16])[N:14]2[CH2:17][C@H:10]1[CH2:11][CH2:12][C@H:13]2[C:18]([OH:20])=O)[C:2]1[CH:7]=[CH:6][CH:5]=[CH:4][CH:3]=1.[NH:21]([C:23]([C@@H:25]1[CH2:29][CH2:28][CH2:27][N:26]1[C:30]([O:32][C:33]([CH3:36])([CH3:35])[CH3:34])=[O:31])=[O:24])[NH2:22]. Given the product [CH2:1]([O:8][N:9]1[C:15](=[O:16])[N:14]2[CH2:17][C@H:10]1[CH2:11][CH2:12][C@H:13]2[C:18]([NH:22][NH:21][C:23]([C@@H:25]1[CH2:29][CH2:28][CH2:27][N:26]1[C:30]([O:32][C:33]([CH3:36])([CH3:35])[CH3:34])=[O:31])=[O:24])=[O:20])[C:2]1[CH:3]=[CH:4][CH:5]=[CH:6][CH:7]=1, predict the reactants needed to synthesize it. (3) Given the product [NH2:17][C:16]1[N:15]=[CH:14][N:13]=[C:12]2[N:8]([C:5]3[CH:6]=[CH:7][C:2]([NH:1][S:24]([C:20]4[N:19]=[CH:37][N:38]([CH3:39])[CH:40]=4)(=[O:26])=[O:25])=[CH:3][CH:4]=3)[N:9]=[CH:10][C:11]=12, predict the reactants needed to synthesize it. The reactants are: [NH2:1][C:2]1[CH:7]=[CH:6][C:5]([N:8]2[C:12]3=[N:13][CH:14]=[N:15][C:16]([NH2:17])=[C:11]3[CH:10]=[N:9]2)=[CH:4][CH:3]=1.C[N:19]1C=CN=[C:20]1[S:24](Cl)(=[O:26])=[O:25].C(N(C(C)C)CC)(C)C.[CH3:37][N:38]([CH:40]=O)[CH3:39]. (4) Given the product [Cl:23][C:2]1[N:7]=[CH:6][N:5]=[C:4]([C:8]([O:10][CH2:11][CH3:12])=[O:9])[CH:3]=1, predict the reactants needed to synthesize it. The reactants are: O[C:2]1[N:7]=[CH:6][N:5]=[C:4]([C:8]([O:10][CH2:11][CH3:12])=[O:9])[CH:3]=1.CCOC(C)=O.C(Cl)(C([Cl:23])=O)=O. (5) Given the product [Cl:25][C:26]1[C:27]([CH3:48])=[C:28]([C:37]2[CH:38]=[CH:39][C:40]([C:43]([N:45]([CH3:46])[CH3:47])=[O:44])=[N:41][CH:42]=2)[C:29]([O:35][CH3:36])=[C:30]([CH:32]([N:15]2[C:11]3[CH:10]=[CH:9][N:8]=[C:7]([NH:6][CH2:5][C:4]4[CH:17]=[CH:18][C:19]([O:21][CH3:22])=[CH:20][C:3]=4[O:2][CH3:1])[C:12]=3[C:13]([CH3:16])=[N:14]2)[CH3:33])[CH:31]=1, predict the reactants needed to synthesize it. The reactants are: [CH3:1][O:2][C:3]1[CH:20]=[C:19]([O:21][CH3:22])[CH:18]=[CH:17][C:4]=1[CH2:5][NH:6][C:7]1[C:12]2[C:13]([CH3:16])=[N:14][NH:15][C:11]=2[CH:10]=[CH:9][N:8]=1.[H-].[Na+].[Cl:25][C:26]1[C:27]([CH3:48])=[C:28]([C:37]2[CH:38]=[CH:39][C:40]([C:43]([N:45]([CH3:47])[CH3:46])=[O:44])=[N:41][CH:42]=2)[C:29]([O:35][CH3:36])=[C:30]([CH:32](Cl)[CH3:33])[CH:31]=1. (6) The reactants are: O=[CH:2][C@H:3]([NH:5][C:6](=[O:12])[O:7][C:8]([CH3:11])([CH3:10])[CH3:9])[CH3:4].Cl.[NH2:14][OH:15].N1C=CC=CC=1. Given the product [OH:15][N:14]=[CH:2][C@H:3]([NH:5][C:6](=[O:12])[O:7][C:8]([CH3:11])([CH3:10])[CH3:9])[CH3:4], predict the reactants needed to synthesize it.